The task is: Predict which catalyst facilitates the given reaction.. This data is from Catalyst prediction with 721,799 reactions and 888 catalyst types from USPTO. (1) Reactant: [Cl:1][C:2]1[CH:18]=[CH:17][C:5]2[CH2:6][CH2:7][N:8]([C:11](=[O:16])[C:12]([F:15])([F:14])[F:13])[CH2:9][CH2:10][C:4]=2[C:3]=1OS(C(F)(F)F)(=O)=O.[CH3:27][N:28]1[CH:32]=[CH:31][N:30]=[C:29]1[C:33]1[CH:40]=[CH:39][C:36]([CH2:37][NH2:38])=[CH:35][CH:34]=1. Product: [Cl:1][C:2]1[CH:18]=[CH:17][C:5]2[CH2:6][CH2:7][N:8]([C:11](=[O:16])[C:12]([F:15])([F:14])[F:13])[CH2:9][CH2:10][C:4]=2[C:3]=1[NH:38][CH2:37][C:36]1[CH:35]=[CH:34][C:33]([C:29]2[N:28]([CH3:27])[CH:32]=[CH:31][N:30]=2)=[CH:40][CH:39]=1. The catalyst class is: 11. (2) Reactant: [CH3:1][N:2]([CH3:17])[C:3]([C:5]1[CH:6]=[C:7]2[C:11](=[CH:12][C:13]=1[O:14][CH3:15])[CH2:10][CH2:9][C:8]2=[O:16])=[O:4].C([O:22][N:23]=O)CCC.Cl. Product: [CH3:17][N:2]([CH3:1])[C:3]([C:5]1[CH:6]=[C:7]2[C:11](=[CH:12][C:13]=1[O:14][CH3:15])[CH2:10][C:9](=[N:23][OH:22])[C:8]2=[O:16])=[O:4]. The catalyst class is: 71. (3) Reactant: C1(C)C=CC(S([O-])(=O)=O)=CC=1.[CH3:12][C@@H:13]1[C@H:16]([NH3+:17])[C:15](=[O:18])[NH:14]1.CCN(C(C)C)C(C)C.[CH:28]1([CH2:34][CH2:35][CH2:36][CH2:37][O:38][C:39](N2C=CC=CC2=O)=[O:40])[CH2:33][CH2:32][CH2:31][CH2:30][CH2:29]1. Product: [CH:28]1([CH2:34][CH2:35][CH2:36][CH2:37][O:38][C:39](=[O:40])[NH:17][C@@H:16]2[C:15](=[O:18])[NH:14][C@@H:13]2[CH3:12])[CH2:33][CH2:32][CH2:31][CH2:30][CH2:29]1. The catalyst class is: 2. (4) Reactant: [Br:1][C:2]1[CH:3]=[CH:4][C:5]([O:11][CH3:12])=[C:6]([CH:10]=1)[C:7]([NH2:9])=[NH:8].[CH2:16]1[O:15][C:17](O)([CH2:19]O)[CH2:16][O:15][C:17]1(O)[CH2:19]O.[Cl-].[NH4+].[OH-].[NH4+]. Product: [Br:1][C:2]1[CH:3]=[CH:4][C:5]([O:11][CH3:12])=[C:6]([C:7]2[NH:9][CH:19]=[C:17]([CH2:16][OH:15])[N:8]=2)[CH:10]=1. The catalyst class is: 7. (5) Reactant: CC(OC([N:8](C(OC(C)(C)C)=O)[N:9]([C:17]1[C:22]([F:23])=[C:21]([NH:24][CH2:25][C:26]2[S:27][CH:28]=[CH:29][N:30]=2)[N:20]=[C:19]([Cl:31])[N:18]=1)C(OC(C)(C)C)=O)=O)(C)C.Cl. Product: [Cl:31][C:19]1[NH:20][C:21]([NH:24][CH2:25][C:26]2[S:27][CH:28]=[CH:29][N:30]=2)=[C:22]([F:23])[C:17](=[N:9][NH2:8])[N:18]=1. The catalyst class is: 5.